Task: Regression/Classification. Given a drug SMILES string, predict its absorption, distribution, metabolism, or excretion properties. Task type varies by dataset: regression for continuous measurements (e.g., permeability, clearance, half-life) or binary classification for categorical outcomes (e.g., BBB penetration, CYP inhibition). Dataset: cyp2c9_veith.. Dataset: CYP2C9 inhibition data for predicting drug metabolism from PubChem BioAssay (1) The drug is COc1cc([C@H](O)C(=O)O)ccc1O. The result is 0 (non-inhibitor). (2) The drug is COc1ccc(NC(=O)N2CC[C@@]3(CCCN(C(=O)c4ccco4)C3)C2)cc1. The result is 0 (non-inhibitor).